From a dataset of Catalyst prediction with 721,799 reactions and 888 catalyst types from USPTO. Predict which catalyst facilitates the given reaction. (1) Reactant: C(O[C:9](=O)[NH:10][C@@H:11]([C:15]1[CH:20]=[CH:19][CH:18]=[CH:17][CH:16]=1)[C:12]([NH2:14])=O)C1C=CC=CC=1.[H-].[Al+3].[Li+].[H-].[H-].[H-].C(=O)([O-])[O-].[Na+].[Na+]. Product: [CH3:9][NH:10][C@@H:11]([C:15]1[CH:20]=[CH:19][CH:18]=[CH:17][CH:16]=1)[CH2:12][NH2:14]. The catalyst class is: 7. (2) Reactant: [Cl:1][C:2]1[CH:7]=[CH:6][CH:5]=[CH:4][C:3]=1[C:8]1[C:12]([C:13]([C:15]2[CH:20]=[CH:19][C:18]([O:21][CH:22]3[CH2:25][N:24]([CH2:26][CH2:27][CH3:28])[CH2:23]3)=[CH:17][CH:16]=2)=O)=[C:11]([C:29]2[CH:34]=[CH:33][C:32]([OH:35])=[CH:31][CH:30]=2)[O:10][N:9]=1.[CH3:36][Li].O. Product: [Cl:1][C:2]1[CH:7]=[CH:6][CH:5]=[CH:4][C:3]=1[C:8]1[C:12]([C:13]([C:15]2[CH:16]=[CH:17][C:18]([O:21][CH:22]3[CH2:25][N:24]([CH2:26][CH2:27][CH3:28])[CH2:23]3)=[CH:19][CH:20]=2)=[CH2:36])=[C:11]([C:29]2[CH:34]=[CH:33][C:32]([OH:35])=[CH:31][CH:30]=2)[O:10][N:9]=1. The catalyst class is: 1. (3) Reactant: [CH:1]1([C:4]2[N:8]([CH:9]3[CH2:14][CH2:13][N:12]([C:15]4[S:19][C:18]([C:20]([O:22]CC)=[O:21])=[CH:17][CH:16]=4)[CH2:11][CH2:10]3)[N:7]=[CH:6][C:5]=2[C:25]([N:27]2[CH2:31][CH2:30][CH:29]([C:32]3[CH:37]=[CH:36][CH:35]=[CH:34][C:33]=3[C:38]([F:41])([F:40])[F:39])[CH2:28]2)=[O:26])[CH2:3][CH2:2]1.[OH-].[Na+]. Product: [CH:1]1([C:4]2[N:8]([CH:9]3[CH2:10][CH2:11][N:12]([C:15]4[S:19][C:18]([C:20]([OH:22])=[O:21])=[CH:17][CH:16]=4)[CH2:13][CH2:14]3)[N:7]=[CH:6][C:5]=2[C:25]([N:27]2[CH2:31][CH2:30][CH:29]([C:32]3[CH:37]=[CH:36][CH:35]=[CH:34][C:33]=3[C:38]([F:39])([F:41])[F:40])[CH2:28]2)=[O:26])[CH2:3][CH2:2]1. The catalyst class is: 214.